This data is from NCI-60 drug combinations with 297,098 pairs across 59 cell lines. The task is: Regression. Given two drug SMILES strings and cell line genomic features, predict the synergy score measuring deviation from expected non-interaction effect. (1) Drug 1: C1CC(=O)NC(=O)C1N2CC3=C(C2=O)C=CC=C3N. Drug 2: CC(C)CN1C=NC2=C1C3=CC=CC=C3N=C2N. Cell line: KM12. Synergy scores: CSS=3.94, Synergy_ZIP=-1.54, Synergy_Bliss=1.20, Synergy_Loewe=-1.94, Synergy_HSA=-1.86. (2) Drug 1: CC12CCC(CC1=CCC3C2CCC4(C3CC=C4C5=CN=CC=C5)C)O. Drug 2: C1=CC=C(C(=C1)C(C2=CC=C(C=C2)Cl)C(Cl)Cl)Cl. Cell line: HT29. Synergy scores: CSS=9.87, Synergy_ZIP=3.78, Synergy_Bliss=8.77, Synergy_Loewe=6.47, Synergy_HSA=7.54. (3) Drug 1: CC12CCC(CC1=CCC3C2CCC4(C3CC=C4C5=CN=CC=C5)C)O. Drug 2: C1=CC=C(C(=C1)C(C2=CC=C(C=C2)Cl)C(Cl)Cl)Cl. Cell line: SW-620. Synergy scores: CSS=6.55, Synergy_ZIP=0.455, Synergy_Bliss=5.79, Synergy_Loewe=3.62, Synergy_HSA=4.51. (4) Drug 1: CC(C)(C#N)C1=CC(=CC(=C1)CN2C=NC=N2)C(C)(C)C#N. Drug 2: CCC1=C2CN3C(=CC4=C(C3=O)COC(=O)C4(CC)O)C2=NC5=C1C=C(C=C5)O. Cell line: PC-3. Synergy scores: CSS=8.43, Synergy_ZIP=-2.70, Synergy_Bliss=-2.86, Synergy_Loewe=-22.4, Synergy_HSA=-8.20. (5) Drug 2: CCC(=C(C1=CC=CC=C1)C2=CC=C(C=C2)OCCN(C)C)C3=CC=CC=C3.C(C(=O)O)C(CC(=O)O)(C(=O)O)O. Synergy scores: CSS=22.2, Synergy_ZIP=-3.44, Synergy_Bliss=3.62, Synergy_Loewe=-9.69, Synergy_HSA=4.43. Drug 1: CC1C(C(CC(O1)OC2CC(CC3=C2C(=C4C(=C3O)C(=O)C5=C(C4=O)C(=CC=C5)OC)O)(C(=O)C)O)N)O.Cl. Cell line: UACC62. (6) Drug 1: CC(CN1CC(=O)NC(=O)C1)N2CC(=O)NC(=O)C2. Drug 2: C1=CN(C=N1)CC(O)(P(=O)(O)O)P(=O)(O)O. Cell line: KM12. Synergy scores: CSS=28.2, Synergy_ZIP=-4.73, Synergy_Bliss=-2.69, Synergy_Loewe=5.26, Synergy_HSA=5.13. (7) Drug 1: CN(C)C1=NC(=NC(=N1)N(C)C)N(C)C. Drug 2: CC1=C2C(C(=O)C3(C(CC4C(C3C(C(C2(C)C)(CC1OC(=O)C(C(C5=CC=CC=C5)NC(=O)C6=CC=CC=C6)O)O)OC(=O)C7=CC=CC=C7)(CO4)OC(=O)C)O)C)OC(=O)C. Cell line: NCI-H322M. Synergy scores: CSS=8.80, Synergy_ZIP=-5.71, Synergy_Bliss=-9.04, Synergy_Loewe=-97.9, Synergy_HSA=-11.0. (8) Drug 1: C1=NC(=NC(=O)N1C2C(C(C(O2)CO)O)O)N. Drug 2: C1=CN(C=N1)CC(O)(P(=O)(O)O)P(=O)(O)O. Cell line: PC-3. Synergy scores: CSS=22.8, Synergy_ZIP=-5.84, Synergy_Bliss=1.06, Synergy_Loewe=-4.94, Synergy_HSA=-0.432.